This data is from Full USPTO retrosynthesis dataset with 1.9M reactions from patents (1976-2016). The task is: Predict the reactants needed to synthesize the given product. (1) Given the product [OH:21][CH:18]1[CH2:19][CH2:20][N:16]([CH2:1][C:3]2[N:7]3[CH:8]=[CH:9][CH:10]=[CH:11][C:6]3=[C:5]([C:12]([O:14][CH3:15])=[O:13])[N:4]=2)[CH2:17]1, predict the reactants needed to synthesize it. The reactants are: [CH:1]([C:3]1[N:7]2[CH:8]=[CH:9][CH:10]=[CH:11][C:6]2=[C:5]([C:12]([O:14][CH3:15])=[O:13])[N:4]=1)=O.[NH:16]1[CH2:20][CH2:19][CH:18]([OH:21])[CH2:17]1.[BH-](OC(C)=O)(OC(C)=O)OC(C)=O.[Na+]. (2) Given the product [F:1][C:2]1[CH:3]=[C:4]([C:12]2[S:16][C:15]([NH:17][C:19](=[O:22])[CH2:20][CH3:21])=[N:14][C:13]=2[CH3:18])[CH:5]=[CH:6][C:7]=1[S:8]([CH3:11])(=[O:9])=[O:10], predict the reactants needed to synthesize it. The reactants are: [F:1][C:2]1[CH:3]=[C:4]([C:12]2[S:16][C:15]([NH2:17])=[N:14][C:13]=2[CH3:18])[CH:5]=[CH:6][C:7]=1[S:8]([CH3:11])(=[O:10])=[O:9].[C:19](O[C:19](=[O:22])[CH2:20][CH3:21])(=[O:22])[CH2:20][CH3:21]. (3) Given the product [CH3:22][C:17]([CH3:23])([NH:1][CH2:2][CH2:3][N:4]([CH2:8][CH2:9][NH2:10])[CH2:5][CH2:6][NH:7][C:17]([CH3:23])([CH3:22])[C:18](=[N:20][OH:21])[CH3:19])[C:18](=[N:20][OH:21])[CH3:19], predict the reactants needed to synthesize it. The reactants are: [NH2:1][CH2:2][CH2:3][N:4]([CH2:8][CH2:9][NH2:10])[CH2:5][CH2:6][NH2:7].C(=O)(O)[O-].[Na+].Cl[C:17]([CH3:23])([CH3:22])[CH:18]([N:20]=[O:21])[CH3:19]. (4) Given the product [Cl:13][C:5]1[CH:4]=[C:3]2[C:8]([C:9](=[O:11])[N:47]([CH2:39][CH2:40][C:41]3[CH:46]=[CH:45][CH:44]=[CH:43][CH:42]=3)[C:49]([CH2:50][CH3:51])=[N:48]2)=[CH:7][C:6]=1[F:12], predict the reactants needed to synthesize it. The reactants are: CC(C(N)=O)[C:3]1[C:8]([C:9]([OH:11])=O)=[CH:7][C:6]([F:12])=[C:5]([Cl:13])[CH:4]=1.P(OC1C=CC=CC=1)(OC1C=CC=CC=1)OC1C=CC=CC=1.[CH2:39]([NH2:47])[CH2:40][C:41]1[CH:46]=[CH:45][CH:44]=[CH:43][CH:42]=1.[N:48]1C=C[CH:51]=[CH:50][CH:49]=1. (5) Given the product [C:22]([O:44][C:42](=[O:43])[NH:41][CH2:45][CH2:46][C:27]1[CH:36]=[CH:35][C:34]2[C:29](=[CH:30][CH:31]=[CH:32][N:33]=2)[N:28]=1)([CH3:21])([CH3:23])[CH3:24], predict the reactants needed to synthesize it. The reactants are: [C:22]12(P(C34CC5[CH2:21][CH:22]([CH2:24]C(C5)C3)[CH2:23]4)CCCC)[CH2:24]C3CC(CC(C3)[CH2:21]1)[CH2:23]2.Br[C:27]1[CH:36]=[CH:35][C:34]2[C:29](=[CH:30][CH:31]=[CH:32][N:33]=2)[N:28]=1.F[B-]([N:41]([CH2:45][CH3:46])[C:42](=[O:44])[O-:43])(F)F.C([O-])([O-])=O.[Cs+].[Cs+]. (6) Given the product [Cl:41][C:36]1[CH:35]=[C:34]([C@H:17]([NH:16][C:2]2[C:3]3[N:11]=[CH:10][CH:9]=[C:8]([C:12]([NH2:14])=[O:13])[C:4]=3[N:5]=[CH:6][N:7]=2)[CH2:18][NH:19][CH2:32][CH3:33])[CH:39]=[CH:38][C:37]=1[F:40], predict the reactants needed to synthesize it. The reactants are: O[C:2]1[C:3]2[N:11]=[CH:10][CH:9]=[C:8]([C:12]([NH2:14])=[O:13])[C:4]=2[N:5]=[CH:6][N:7]=1.Cl.[NH2:16][C@@H:17]([C:34]1[CH:39]=[CH:38][C:37]([F:40])=[C:36]([Cl:41])[CH:35]=1)[CH2:18][N:19]([CH2:32][CH3:33])S(C1C=CC([N+]([O-])=O)=CC=1)(=O)=O.